From a dataset of Forward reaction prediction with 1.9M reactions from USPTO patents (1976-2016). Predict the product of the given reaction. (1) Given the reactants [CH3:1][O:2][C:3]1[CH:11]=[C:10]2[C:6]([C:7]([C:23]([OH:25])=O)=[C:8]([C:19]([O:21][CH3:22])=[O:20])[N:9]2[CH2:12][C:13]2[CH:18]=[CH:17][CH:16]=[CH:15][N:14]=2)=[CH:5][CH:4]=1.C(Cl)(C(Cl)=O)=O.[F:32][C:33]1[CH:34]=[C:35]([CH:38]=[CH:39][C:40]=1[F:41])[CH2:36][NH2:37].CCN(CC)CC, predict the reaction product. The product is: [F:32][C:33]1[CH:34]=[C:35]([CH:38]=[CH:39][C:40]=1[F:41])[CH2:36][NH:37][C:23]([C:7]1[C:6]2[C:10](=[CH:11][C:3]([O:2][CH3:1])=[CH:4][CH:5]=2)[N:9]([CH2:12][C:13]2[CH:18]=[CH:17][CH:16]=[CH:15][N:14]=2)[C:8]=1[C:19]([O:21][CH3:22])=[O:20])=[O:25]. (2) Given the reactants [C:1]([O:5][C:6]([N:8]1[CH2:13][CH2:12][CH:11]([N:14]2[C:18]3=[N:19][CH:20]=[N:21][C:22](Cl)=[C:17]3[CH:16]=[N:15]2)[CH2:10][CH2:9]1)=[O:7])([CH3:4])([CH3:3])[CH3:2].[CH3:24][S:25]([C:28]1[N:33]=[C:32]([CH3:34])[C:31]([NH2:35])=[CH:30][CH:29]=1)(=[O:27])=[O:26].CC(C)([O-])C.[Na+].C(OCC)(=O)C, predict the reaction product. The product is: [C:1]([O:5][C:6]([N:8]1[CH2:13][CH2:12][CH:11]([N:14]2[C:18]3=[N:19][CH:20]=[N:21][C:22]([NH:35][C:31]4[C:32]([CH3:34])=[N:33][C:28]([S:25]([CH3:24])(=[O:27])=[O:26])=[CH:29][CH:30]=4)=[C:17]3[CH:16]=[N:15]2)[CH2:10][CH2:9]1)=[O:7])([CH3:4])([CH3:3])[CH3:2]. (3) Given the reactants [CH3:1][O:2][C:3]1[CH:8]=[CH:7][C:6]([C:9](=O)[CH2:10][CH2:11][C:12]([OH:14])=O)=[CH:5][CH:4]=1.[NH:16]([C:18]1[CH:23]=[CH:22][CH:21]=[CH:20][N:19]=1)[NH2:17].C1(C)C=CC(S(O)(=O)=O)=CC=1.O, predict the reaction product. The product is: [CH3:1][O:2][C:3]1[CH:4]=[CH:5][C:6]([C:9]2[CH2:10][CH2:11][C:12](=[O:14])[N:16]([C:18]3[CH:23]=[CH:22][CH:21]=[CH:20][N:19]=3)[N:17]=2)=[CH:7][CH:8]=1. (4) Given the reactants [CH3:1][C:2]1[CH:3]=[N:4][CH:5]=[CH:6][C:7]=1[NH2:8].[H-].[Na+].[Br:11][C:12]1[S:16][C:15]([C:17](O)=[O:18])=[CH:14][CH:13]=1.C(Cl)(=O)C(Cl)=O, predict the reaction product. The product is: [Br:11][C:12]1[S:16][C:15]([C:17]([NH:8][C:7]2[CH:6]=[CH:5][N:4]=[CH:3][C:2]=2[CH3:1])=[O:18])=[CH:14][CH:13]=1. (5) Given the reactants Cl.[Cl:2][C:3]1[C:7]([NH2:8])=[CH:6][NH:5][N:4]=1.C(=O)(O)[O-].[Na+].[O:14]1CC[CH2:16][CH2:15]1.C(OC(=O)C)(=O)C, predict the reaction product. The product is: [Cl:2][C:3]1[C:7]([NH:8][C:15](=[O:14])[CH3:16])=[CH:6][NH:5][N:4]=1.